Predict the reactants needed to synthesize the given product. From a dataset of Full USPTO retrosynthesis dataset with 1.9M reactions from patents (1976-2016). (1) Given the product [Cl:1][C:2]1[CH:3]=[C:4]([CH:14]=[CH:15][CH:16]=1)[CH2:5][O:6][C:7]1[CH:8]=[C:9]([NH:10][S:32](/[CH:31]=[CH:30]/[C:26]2[CH:27]=[CH:28][CH:29]=[C:24]([Cl:23])[CH:25]=2)(=[O:33])=[O:34])[CH:11]=[CH:12][CH:13]=1, predict the reactants needed to synthesize it. The reactants are: [Cl:1][C:2]1[CH:3]=[C:4]([CH:14]=[CH:15][CH:16]=1)[CH2:5][O:6][C:7]1[CH:8]=[C:9]([CH:11]=[CH:12][CH:13]=1)[NH2:10].O.C1COCC1.[Cl:23][C:24]1[CH:25]=[C:26](/[CH:30]=[CH:31]/[S:32](Cl)(=[O:34])=[O:33])[CH:27]=[CH:28][CH:29]=1.C([O-])([O-])=O.[Na+].[Na+]. (2) Given the product [NH:5]1[CH:6]=[CH:7][CH:8]=[C:9]1[CH2:8][CH2:7][CH2:6][NH2:5], predict the reactants needed to synthesize it. The reactants are: C(CC[N:5]1[CH:9]=[CH:8][CH:7]=[CH:6]1)#N.[H-].[H-].[H-].[H-].[Li+].[Al+3].[OH-].[Na+].